This data is from Full USPTO retrosynthesis dataset with 1.9M reactions from patents (1976-2016). The task is: Predict the reactants needed to synthesize the given product. Given the product [CH3:27][O:26][N:25]([CH3:24])[C:20]([C:11]1[C:12](=[O:19])[C:13]2[C:18](=[CH:17][CH:16]=[CH:15][CH:14]=2)[N:9]([CH2:8][C:6]2[CH:5]=[CH:4][CH:3]=[C:2]([Br:1])[N:7]=2)[CH:10]=1)=[O:22], predict the reactants needed to synthesize it. The reactants are: [Br:1][C:2]1[N:7]=[C:6]([CH2:8][N:9]2[C:18]3[C:13](=[CH:14][CH:15]=[CH:16][CH:17]=3)[C:12](=[O:19])[C:11]([C:20]([OH:22])=O)=[CH:10]2)[CH:5]=[CH:4][CH:3]=1.Cl.[CH3:24][NH:25][O:26][CH3:27].C(N(CC)CC)C.CCCP1(OP(CCC)(=O)OP(CCC)(=O)O1)=O.